This data is from Reaction yield outcomes from USPTO patents with 853,638 reactions. The task is: Predict the reaction yield, written as a fraction of the theoretical maximum amount of product (1.0 means a 100% yield; for example, 0.34 means a 34% yield). (1) The reactants are [CH2:1]([O:8][C:9](=[O:26])[NH:10][C:11]1[CH:16]=[CH:15][C:14]([O:17][C:18]2[CH:23]=[CH:22][N:21]=[C:20]([NH2:24])[CH:19]=2)=[C:13]([F:25])[CH:12]=1)[C:2]1[CH:7]=[CH:6][CH:5]=[CH:4][CH:3]=1.[CH2:27]([N:29]([CH2:32][CH3:33])[CH2:30][CH3:31])C.ClC([O:37][C:38]1C=CC=CC=1)=O.[CH3:44][NH:45][CH:46]1CCN(C)CC1. The yield is 0.657. The product is [CH2:1]([O:8][C:9](=[O:26])[NH:10][C:11]1[CH:16]=[CH:15][C:14]([O:17][C:18]2[CH:23]=[CH:22][N:21]=[C:20]([NH:24][C:38]([N:45]([CH3:46])[CH:44]3[CH2:33][CH2:32][N:29]([CH3:27])[CH2:30][CH2:31]3)=[O:37])[CH:19]=2)=[C:13]([F:25])[CH:12]=1)[C:2]1[CH:3]=[CH:4][CH:5]=[CH:6][CH:7]=1. The catalyst is CN(C)C=O. (2) The reactants are Br[C:2]1[C:12]2[O:11][CH2:10][CH2:9][N:8]([C:13]([O:15][C:16]([CH3:19])([CH3:18])[CH3:17])=[O:14])[CH2:7][C:6]=2[CH:5]=[CH:4][CH:3]=1.[CH:20]1(B(O)O)[CH2:22][CH2:21]1.C(=O)([O-])[O-].[Na+].[Na+].O. The catalyst is C(COC)OC.C1C=CC([P]([Pd]([P](C2C=CC=CC=2)(C2C=CC=CC=2)C2C=CC=CC=2)([P](C2C=CC=CC=2)(C2C=CC=CC=2)C2C=CC=CC=2)[P](C2C=CC=CC=2)(C2C=CC=CC=2)C2C=CC=CC=2)(C2C=CC=CC=2)C2C=CC=CC=2)=CC=1. The product is [CH:20]1([C:2]2[C:12]3[O:11][CH2:10][CH2:9][N:8]([C:13]([O:15][C:16]([CH3:19])([CH3:18])[CH3:17])=[O:14])[CH2:7][C:6]=3[CH:5]=[CH:4][CH:3]=2)[CH2:22][CH2:21]1. The yield is 0.398. (3) The reactants are [Br:1][C:2]1[C:7]([CH3:8])=[C:6]([N+:9]([O-:11])=[O:10])[CH:5]=[CH:4][C:3]=1[OH:12].Br[CH2:14][CH:15]1[CH2:17][CH2:16]1.C(=O)([O-])[O-].[Cs+].[Cs+].[Cl-].[Na+]. The catalyst is CN(C)C=O.C(OCC)(=O)C. The product is [Br:1][C:2]1[C:7]([CH3:8])=[C:6]([N+:9]([O-:11])=[O:10])[CH:5]=[CH:4][C:3]=1[O:12][CH2:14][CH:15]1[CH2:17][CH2:16]1. The yield is 0.870.